Dataset: Full USPTO retrosynthesis dataset with 1.9M reactions from patents (1976-2016). Task: Predict the reactants needed to synthesize the given product. (1) Given the product [OH:32][CH2:31][C@H:28]1[CH2:27][CH2:26][C@H:25]([CH2:24][NH:23][C:21]2[C:20]([N+:33]([O-:35])=[O:34])=[CH:19][N:18]=[C:17]([NH:16][CH2:15][C:11]3[C:10]([CH3:36])=[C:9]([C:5]4[CH:6]=[CH:7][CH:8]=[C:3]([CH2:2][NH:1][CH2:38][CH2:39][OH:40])[CH:4]=4)[CH:14]=[CH:13][CH:12]=3)[N:22]=2)[CH2:30][CH2:29]1, predict the reactants needed to synthesize it. The reactants are: [NH2:1][CH2:2][C:3]1[CH:4]=[C:5]([C:9]2[CH:14]=[CH:13][CH:12]=[C:11]([CH2:15][NH:16][C:17]3[N:22]=[C:21]([NH:23][CH2:24][C@H:25]4[CH2:30][CH2:29][C@H:28]([CH2:31][OH:32])[CH2:27][CH2:26]4)[C:20]([N+:33]([O-:35])=[O:34])=[CH:19][N:18]=3)[C:10]=2[CH3:36])[CH:6]=[CH:7][CH:8]=1.Br[CH2:38][CH2:39][OH:40].C(N(C(C)C)CC)(C)C. (2) The reactants are: [OH-].[Na+].[Br:3][C:4]1[C:5]([C:10]([O:12]C)=[O:11])=[N:6][O:7][C:8]=1[CH3:9].Cl. Given the product [Br:3][C:4]1[C:5]([C:10]([OH:12])=[O:11])=[N:6][O:7][C:8]=1[CH3:9], predict the reactants needed to synthesize it. (3) Given the product [Br:26][C:23]1[CH:24]=[CH:25][C:20]([C:19]([CH:7]2[CH2:8][C:2]3[S:1][CH:5]=[CH:4][C:3]=3[C:6]2=[O:9])=[O:18])=[CH:21][CH:22]=1, predict the reactants needed to synthesize it. The reactants are: [S:1]1[CH:5]=[CH:4][C:3]2[C:6](=[O:9])[CH2:7][CH2:8][C:2]1=2.[H-].[Na+].C1([O:18][C:19](=O)[C:20]2[CH:25]=[CH:24][C:23]([Br:26])=[CH:22][CH:21]=2)C=CC=CC=1.Cl. (4) Given the product [CH:1]1([C:4]([N:21]([CH3:20])[NH:22][C:23]([O:25][CH2:26][C:27]2[CH:32]=[CH:31][CH:30]=[CH:29][CH:28]=2)=[O:24])=[O:6])[CH2:3][CH2:2]1, predict the reactants needed to synthesize it. The reactants are: [CH:1]1([C:4]([OH:6])=O)[CH2:3][CH2:2]1.CCN=C=NCCCN(C)C.Cl.Cl.[CH3:20][NH:21][NH:22][C:23]([O:25][CH2:26][C:27]1[CH:32]=[CH:31][CH:30]=[CH:29][CH:28]=1)=[O:24].O. (5) Given the product [ClH:11].[CH3:1][C:2]1[CH:7]=[C:6]([CH3:8])[CH:5]=[C:4]([CH3:9])[C:3]=1[NH2:10], predict the reactants needed to synthesize it. The reactants are: [CH3:1][C:2]1[CH:7]=[C:6]([CH3:8])[CH:5]=[C:4]([CH3:9])[C:3]=1[NH2:10].[ClH:11].